From a dataset of Forward reaction prediction with 1.9M reactions from USPTO patents (1976-2016). Predict the product of the given reaction. (1) The product is: [C:1]([C:5]1[CH:6]=[C:7]([C:22](=[O:24])[CH2:23][Cl:59])[CH:8]=[C:9]([CH2:11][O:12][CH2:13][CH2:14][OH:15])[CH:10]=1)([CH3:4])([CH3:3])[CH3:2]. Given the reactants [C:1]([C:5]1[CH:6]=[C:7]([C:22](=[O:24])[CH3:23])[CH:8]=[C:9]([CH2:11][O:12][CH2:13][CH2:14][O:15]C2CCCCO2)[CH:10]=1)([CH3:4])([CH3:3])[CH3:2].[Br-].[Br-].[Br-].C1([N+](C)(C)C)C=CC=CC=1.C1([N+](C)(C)C)C=CC=CC=1.C1([N+](C)(C)C)C=CC=CC=1.C(Cl)[Cl:59], predict the reaction product. (2) Given the reactants Br[C:2]1[C:3]([C:17]2[CH:22]=[CH:21][C:20]([F:23])=[CH:19][CH:18]=2)=[N:4][C:5]([N:11]([CH3:16])[S:12]([CH3:15])(=[O:14])=[O:13])=[N:6][C:7]=1[CH:8]([CH3:10])[CH3:9].[CH3:24][C:25]1([CH3:41])[O:30][C@@H:29]([CH2:31][C:32]([O:34][C:35]([CH3:38])([CH3:37])[CH3:36])=[O:33])[CH2:28][C@@H:27]([CH:39]=[CH2:40])[O:26]1.C1(CNCC2CCCCC2)CCCCC1.CN(C)C=O, predict the reaction product. The product is: [F:23][C:20]1[CH:21]=[CH:22][C:17]([C:3]2[C:2](/[CH:40]=[CH:39]/[C@H:27]3[O:26][C:25]([CH3:24])([CH3:41])[O:30][C@@H:29]([CH2:31][C:32]([O:34][C:35]([CH3:38])([CH3:37])[CH3:36])=[O:33])[CH2:28]3)=[C:7]([CH:8]([CH3:10])[CH3:9])[N:6]=[C:5]([N:11]([CH3:16])[S:12]([CH3:15])(=[O:14])=[O:13])[N:4]=2)=[CH:18][CH:19]=1. (3) Given the reactants [CH3:1][C:2]1([CH3:15])[CH2:11][CH2:10][C:9]2[C:4](=[CH:5][CH:6]=[C:7]([C:12](=[O:14])[CH3:13])[CH:8]=2)[O:3]1.[Br:16]Br, predict the reaction product. The product is: [Br:16][CH2:13][C:12]([C:7]1[CH:8]=[C:9]2[C:4](=[CH:5][CH:6]=1)[O:3][C:2]([CH3:15])([CH3:1])[CH2:11][CH2:10]2)=[O:14]. (4) Given the reactants [F:1][C:2]1[CH:7]=[CH:6][C:5]([C:8]2[C:17]([N:18]3[CH2:23][CH2:22][NH:21][CH2:20][CH2:19]3)=[N:16][C:15]3[C:10](=[CH:11][CH:12]=[C:13]([C:24]([O:26][CH3:27])=[O:25])[CH:14]=3)[N:9]=2)=[CH:4][CH:3]=1.CCN(CC)CC.[C:35](Cl)(=[O:42])[C:36]1[CH:41]=[CH:40][CH:39]=[CH:38][CH:37]=1, predict the reaction product. The product is: [C:35]([N:21]1[CH2:22][CH2:23][N:18]([C:17]2[C:8]([C:5]3[CH:6]=[CH:7][C:2]([F:1])=[CH:3][CH:4]=3)=[N:9][C:10]3[C:15]([N:16]=2)=[CH:14][C:13]([C:24]([O:26][CH3:27])=[O:25])=[CH:12][CH:11]=3)[CH2:19][CH2:20]1)(=[O:42])[C:36]1[CH:41]=[CH:40][CH:39]=[CH:38][CH:37]=1. (5) Given the reactants O.NN.[C:4]([C:6]1[CH:7]=[N:8][CH:9]=[CH:10][CH:11]=1)#[N:5].Cl.[C:13]([NH2:16])(=[NH:15])[CH3:14].[S].[N:18]([O-])=O.[Na+], predict the reaction product. The product is: [CH3:14][C:13]1[N:15]=[N:5][C:4]([C:6]2[CH:7]=[N:8][CH:9]=[CH:10][CH:11]=2)=[N:18][N:16]=1. (6) Given the reactants Cl[C:2]1[CH:11]=[C:10]([Cl:12])[C:9]2[C:4](=[CH:5][CH:6]=[CH:7][CH:8]=2)[N:3]=1.B(O)O.[C:16]([O-:19])([O-])=[O:17].[Na+].[Na+], predict the reaction product. The product is: [O:17]1[C:5]2[CH:6]=[CH:7][C:8]([C:2]3[CH:11]=[C:10]([Cl:12])[C:9]4[C:4](=[CH:5][CH:6]=[CH:7][CH:8]=4)[N:3]=3)=[CH:9][C:4]=2[O:19][CH2:16]1.